From a dataset of NCI-60 drug combinations with 297,098 pairs across 59 cell lines. Regression. Given two drug SMILES strings and cell line genomic features, predict the synergy score measuring deviation from expected non-interaction effect. (1) Drug 1: C(CC(=O)O)C(=O)CN.Cl. Drug 2: CC1C(C(CC(O1)OC2CC(CC3=C2C(=C4C(=C3O)C(=O)C5=CC=CC=C5C4=O)O)(C(=O)C)O)N)O. Cell line: M14. Synergy scores: CSS=37.1, Synergy_ZIP=-1.74, Synergy_Bliss=-2.20, Synergy_Loewe=-34.7, Synergy_HSA=-1.49. (2) Drug 1: C1=C(C(=O)NC(=O)N1)N(CCCl)CCCl. Drug 2: CC1=C(C(CCC1)(C)C)C=CC(=CC=CC(=CC(=O)O)C)C. Cell line: MDA-MB-231. Synergy scores: CSS=12.7, Synergy_ZIP=-3.60, Synergy_Bliss=0.352, Synergy_Loewe=-5.34, Synergy_HSA=-3.82. (3) Drug 1: C1=NC(=NC(=O)N1C2C(C(C(O2)CO)O)O)N. Drug 2: CC(C)CN1C=NC2=C1C3=CC=CC=C3N=C2N. Cell line: MCF7. Synergy scores: CSS=-6.60, Synergy_ZIP=3.78, Synergy_Bliss=1.92, Synergy_Loewe=-4.71, Synergy_HSA=-7.34. (4) Drug 1: CC12CCC3C(C1CCC2=O)CC(=C)C4=CC(=O)C=CC34C. Drug 2: CC1CCC2CC(C(=CC=CC=CC(CC(C(=O)C(C(C(=CC(C(=O)CC(OC(=O)C3CCCCN3C(=O)C(=O)C1(O2)O)C(C)CC4CCC(C(C4)OC)OCCO)C)C)O)OC)C)C)C)OC. Cell line: MOLT-4. Synergy scores: CSS=77.7, Synergy_ZIP=2.21, Synergy_Bliss=2.22, Synergy_Loewe=1.46, Synergy_HSA=1.96. (5) Drug 1: C1=C(C(=O)NC(=O)N1)N(CCCl)CCCl. Drug 2: CN1C(=O)N2C=NC(=C2N=N1)C(=O)N. Cell line: HT29. Synergy scores: CSS=25.0, Synergy_ZIP=2.98, Synergy_Bliss=10.8, Synergy_Loewe=-5.40, Synergy_HSA=7.00. (6) Drug 1: CC1C(C(CC(O1)OC2CC(OC(C2O)C)OC3=CC4=CC5=C(C(=O)C(C(C5)C(C(=O)C(C(C)O)O)OC)OC6CC(C(C(O6)C)O)OC7CC(C(C(O7)C)O)OC8CC(C(C(O8)C)O)(C)O)C(=C4C(=C3C)O)O)O)O. Drug 2: CC1CCC2CC(C(=CC=CC=CC(CC(C(=O)C(C(C(=CC(C(=O)CC(OC(=O)C3CCCCN3C(=O)C(=O)C1(O2)O)C(C)CC4CCC(C(C4)OC)O)C)C)O)OC)C)C)C)OC. Cell line: MDA-MB-231. Synergy scores: CSS=53.2, Synergy_ZIP=4.97, Synergy_Bliss=5.52, Synergy_Loewe=0.553, Synergy_HSA=0.487. (7) Synergy scores: CSS=32.3, Synergy_ZIP=-9.44, Synergy_Bliss=-0.711, Synergy_Loewe=-0.986, Synergy_HSA=-1.01. Drug 2: CC(C)(C#N)C1=CC(=CC(=C1)CN2C=NC=N2)C(C)(C)C#N. Drug 1: CC(CN1CC(=O)NC(=O)C1)N2CC(=O)NC(=O)C2. Cell line: HCT-15. (8) Drug 1: CCCS(=O)(=O)NC1=C(C(=C(C=C1)F)C(=O)C2=CNC3=C2C=C(C=N3)C4=CC=C(C=C4)Cl)F. Drug 2: CC1CCC2CC(C(=CC=CC=CC(CC(C(=O)C(C(C(=CC(C(=O)CC(OC(=O)C3CCCCN3C(=O)C(=O)C1(O2)O)C(C)CC4CCC(C(C4)OC)OCCO)C)C)O)OC)C)C)C)OC. Cell line: M14. Synergy scores: CSS=53.7, Synergy_ZIP=8.77, Synergy_Bliss=7.76, Synergy_Loewe=7.28, Synergy_HSA=8.91. (9) Drug 1: CCC1=CC2CC(C3=C(CN(C2)C1)C4=CC=CC=C4N3)(C5=C(C=C6C(=C5)C78CCN9C7C(C=CC9)(C(C(C8N6C)(C(=O)OC)O)OC(=O)C)CC)OC)C(=O)OC.C(C(C(=O)O)O)(C(=O)O)O. Drug 2: CCN(CC)CCNC(=O)C1=C(NC(=C1C)C=C2C3=C(C=CC(=C3)F)NC2=O)C. Cell line: LOX IMVI. Synergy scores: CSS=43.4, Synergy_ZIP=-1.63, Synergy_Bliss=-2.44, Synergy_Loewe=-4.70, Synergy_HSA=-0.215. (10) Drug 2: CC1CCCC2(C(O2)CC(NC(=O)CC(C(C(=O)C(C1O)C)(C)C)O)C(=CC3=CSC(=N3)C)C)C. Cell line: T-47D. Drug 1: CN(C)C1=NC(=NC(=N1)N(C)C)N(C)C. Synergy scores: CSS=-3.45, Synergy_ZIP=6.39, Synergy_Bliss=-0.648, Synergy_Loewe=-6.86, Synergy_HSA=-4.74.